Dataset: CYP2D6 inhibition data for predicting drug metabolism from PubChem BioAssay. Task: Regression/Classification. Given a drug SMILES string, predict its absorption, distribution, metabolism, or excretion properties. Task type varies by dataset: regression for continuous measurements (e.g., permeability, clearance, half-life) or binary classification for categorical outcomes (e.g., BBB penetration, CYP inhibition). Dataset: cyp2d6_veith. (1) The compound is COc1ccc2c(c1O)-c1c(OC)c(OC)cc3c1[C@H](C2)N(C)CC3. The result is 0 (non-inhibitor). (2) The compound is COCc1c(C(N)=O)nnn1-c1nonc1N. The result is 0 (non-inhibitor). (3) The molecule is CCCCc1cc(=O)oc2cc(OCC(=O)N(CC)CC)ccc12. The result is 1 (inhibitor). (4) The molecule is NCCC(=O)O. The result is 0 (non-inhibitor). (5) The molecule is COc1c(N2CCN(C(=S)Nc3ccccc3)C(C)C2)c(F)cc2c(=O)c(C(=O)O)cn(C3CC3)c12. The result is 0 (non-inhibitor).